Task: Predict the reaction yield, written as a fraction of the theoretical maximum amount of product (1.0 means a 100% yield; for example, 0.34 means a 34% yield).. Dataset: Reaction yield outcomes from USPTO patents with 853,638 reactions (1) The reactants are Br[C:2]1[CH:11]=[CH:10][C:5]2[N:6]=[C:7]([CH3:9])[O:8][C:4]=2[CH:3]=1.[B:12]1([B:12]2[O:16][C:15]([CH3:18])([CH3:17])[C:14]([CH3:20])([CH3:19])[O:13]2)[O:16][C:15]([CH3:18])([CH3:17])[C:14]([CH3:20])([CH3:19])[O:13]1.C([O-])(=O)C.[K+]. The catalyst is O1CCOCC1.ClCCl.[Pd](Cl)Cl.C1(P(C2C=CC=CC=2)[C-]2C=CC=C2)C=CC=CC=1.[C-]1(P(C2C=CC=CC=2)C2C=CC=CC=2)C=CC=C1.[Fe+2]. The product is [CH3:9][C:7]1[O:8][C:4]2[CH:3]=[C:2]([B:12]3[O:16][C:15]([CH3:18])([CH3:17])[C:14]([CH3:20])([CH3:19])[O:13]3)[CH:11]=[CH:10][C:5]=2[N:6]=1. The yield is 0.340. (2) The reactants are [Cl:1][C:2]1[CH:7]=[CH:6][CH:5]=[CH:4][C:3]=1/[CH:8]=[CH:9]/[CH3:10].CC[C@H]1[C@H]2C[C@H]([C@H](OC3C4C(=CC=CC=4)C(O[C@H](C4C=CN=C5C=4C=C(OC)C=C5)[C@@H]4N5C[C@H](CC)[C@@H](CC5)C4)=NN=3)C3C=CN=C4C=3C=C([O:32]C)C=C4)N(CC2)C1.CS(N)(=O)=O.CC(O)(C)C.[OH2:79]. No catalyst specified. The product is [Cl:1][C:2]1[CH:7]=[CH:6][CH:5]=[CH:4][C:3]=1[C@@H:8]([OH:32])[C@H:9]([OH:79])[CH3:10]. The yield is 0.900. (3) The reactants are [C:1]([C:8]1[CH:17]=[C:16]([O:18][CH3:19])[CH:15]=[CH:14][C:9]=1[C:10]([O:12]C)=O)#[C:2][CH2:3][CH2:4][CH2:5][CH2:6][CH3:7].Cl.[CH3:21][NH:22][O:23][CH3:24].[Li]CCCC. No catalyst specified. The product is [C:1]([C:8]1[CH:17]=[C:16]([O:18][CH3:19])[CH:15]=[CH:14][C:9]=1[C:10]([N:22]([CH3:21])[O:23][CH3:24])=[O:12])#[C:2][CH2:3][CH2:4][CH2:5][CH2:6][CH3:7]. The yield is 0.780. (4) The reactants are [NH2:1][C:2]1[CH:3]=[CH:4][C:5]([O:8][C:9]2[CH:10]=[C:11]([CH:16]=[CH:17][CH:18]=2)[C:12]([O:14][CH3:15])=[O:13])=[N:6][CH:7]=1.[S-:19][C:20]#[N:21].[K+].BrBr. The catalyst is C(O)(=O)C. The product is [NH2:21][C:20]1[S:19][C:7]2[C:2]([N:1]=1)=[CH:3][CH:4]=[C:5]([O:8][C:9]1[CH:10]=[C:11]([CH:16]=[CH:17][CH:18]=1)[C:12]([O:14][CH3:15])=[O:13])[N:6]=2. The yield is 0.470. (5) The reactants are [OH:1]/[N:2]=[C:3](/[CH:5]1[CH2:10][C:9]([CH3:24])([S:11]([C:14]2[CH:19]=[CH:18][CH:17]=[C:16]([C:20]([F:23])([F:22])[F:21])[CH:15]=2)(=[O:13])=[O:12])[CH2:8][CH2:7][O:6]1)\[NH2:4].[CH:25]1([C:28](Cl)=[O:29])[CH2:27][CH2:26]1. The catalyst is ClCCl.O. The product is [CH:25]1([C:28]([O:1]/[N:2]=[C:3](/[CH:5]2[CH2:10][C:9]([CH3:24])([S:11]([C:14]3[CH:19]=[CH:18][CH:17]=[C:16]([C:20]([F:23])([F:21])[F:22])[CH:15]=3)(=[O:13])=[O:12])[CH2:8][CH2:7][O:6]2)\[NH2:4])=[O:29])[CH2:27][CH2:26]1. The yield is 0.840. (6) The reactants are Cl[C:2]1[N:7]=[C:6]([O:8][C:9]2[CH:10]=[N:11][CH:12]=[CH:13][CH:14]=2)[N:5]=[C:4]([N:15]2[CH2:20][CH2:19][O:18][CH2:17][CH2:16]2)[CH:3]=1.[NH2:21][NH2:22]. The catalyst is C1COCC1. The product is [N:15]1([C:4]2[N:5]=[C:6]([O:8][C:9]3[CH:10]=[N:11][CH:12]=[CH:13][CH:14]=3)[N:7]=[C:2]([NH:21][NH2:22])[CH:3]=2)[CH2:20][CH2:19][O:18][CH2:17][CH2:16]1. The yield is 0.620. (7) The reactants are [C:1]([Mg]Cl)([CH3:4])([CH3:3])[CH3:2].C1COCC1.[Cu](C#N)C#N.Br[C:18]1[CH:23]=[CH:22][C:21]([CH3:24])=[CH:20][N:19]=1.N. The catalyst is C1COCC1. The product is [C:1]([C:18]1[CH:23]=[CH:22][C:21]([CH3:24])=[CH:20][N:19]=1)([CH3:4])([CH3:3])[CH3:2]. The yield is 0.890. (8) The reactants are O1CCC[O:3][CH:2]1[C:7]1[C:12]2[O:13][C:14](=[O:21])[C:15]3[CH2:16][NH:17][CH2:18][CH2:19][C:20]=3[C:11]=2[CH:10]=[CH:9][C:8]=1[OH:22].N1C=CC=CC=1.[C:29](Cl)(=[O:31])[CH3:30]. The catalyst is C(Cl)Cl. The product is [C:29]([N:17]1[CH2:18][CH2:19][C:20]2[C:11]3[C:12]([O:13][C:14](=[O:21])[C:15]=2[CH2:16]1)=[C:7]([CH:2]=[O:3])[C:8]([OH:22])=[CH:9][CH:10]=3)(=[O:31])[CH3:30]. The yield is 0.900.